From a dataset of Full USPTO retrosynthesis dataset with 1.9M reactions from patents (1976-2016). Predict the reactants needed to synthesize the given product. (1) Given the product [CH:41]([NH:44][C:26]1[N:25]=[C:24]([O:23][CH:21]2[CH2:22][CH:18]3[CH:19]([C:31](=[O:32])[N:33]([CH3:34])[CH2:35][CH2:36][CH2:37][CH2:38][CH:39]=[CH:13][CH:11]4[C:10]([C:8]([NH:7][S:4]([CH:1]5[CH2:3][CH2:2]5)(=[O:6])=[O:5])=[O:9])([NH:15][C:16]3=[O:17])[CH2:12]4)[CH2:20]2)[CH:29]=[CH:28][N:27]=1)([CH3:43])[CH3:42], predict the reactants needed to synthesize it. The reactants are: [CH:1]1([S:4]([NH:7][C:8]([C:10]2([NH:15][C:16]([CH:18]3[CH2:22][CH:21]([O:23][C:24]4[CH:29]=[CH:28][N:27]=[C:26](Cl)[N:25]=4)[CH2:20][CH:19]3[C:31]([N:33]([CH2:35][CH2:36][CH2:37][CH2:38][CH:39]=C)[CH3:34])=[O:32])=[O:17])[CH2:12][CH:11]2[CH:13]=C)=[O:9])(=[O:6])=[O:5])[CH2:3][CH2:2]1.[CH:41]([NH2:44])([CH3:43])[CH3:42]. (2) Given the product [Cl:22][C:19]1[N:18]=[CH:17][C:16]([C:15]2[C:9]([C:10]([O:12][CH2:13][CH3:14])=[O:11])=[C:1]([C:2]3[CH:7]=[CH:6][CH:5]=[CH:4][CH:3]=3)[N:23]=[C:24]3[N:28]([CH2:29][CH3:30])[N:27]=[CH:26][C:25]=23)=[CH:21][CH:20]=1, predict the reactants needed to synthesize it. The reactants are: [C:1](/[C:9](=[CH:15]/[C:16]1[CH:17]=[N:18][C:19]([Cl:22])=[CH:20][CH:21]=1)/[C:10]([O:12][CH2:13][CH3:14])=[O:11])(=O)[C:2]1[CH:7]=[CH:6][CH:5]=[CH:4][CH:3]=1.[NH2:23][C:24]1[N:28]([CH2:29][CH3:30])[N:27]=[CH:26][CH:25]=1.ClC1C(=O)C(C#N)=C(C#N)C(=O)C=1Cl.C([O-])(O)=O.[Na+]. (3) Given the product [Cl:19][C:14]1[C:15]2[C:7]([C:2]3[CH:3]=[CH:4][CH:5]=[CH:6][N:1]=3)=[CH:8][S:9][C:10]=2[N:11]=[CH:12][N:13]=1, predict the reactants needed to synthesize it. The reactants are: [N:1]1[CH:6]=[CH:5][CH:4]=[CH:3][C:2]=1[C:7]1[C:15]2[C:14](O)=[N:13][CH:12]=[N:11][C:10]=2[S:9][CH:8]=1.P(Cl)(Cl)([Cl:19])=O. (4) Given the product [CH3:1][N:2]([C:3]([NH:5][CH:6]1[CH2:7][CH2:8][NH:9][CH2:10][CH2:11]1)=[O:4])[CH2:19][CH2:20][NH:21][S:22]([C:25]1[CH:30]=[C:29]([S:31]([C:34]2[CH:35]=[CH:36][CH:37]=[CH:38][CH:39]=2)(=[O:33])=[O:32])[CH:28]=[CH:27][C:26]=1[C:40]([F:42])([F:41])[F:43])(=[O:23])=[O:24], predict the reactants needed to synthesize it. The reactants are: [CH3:1][N:2]([CH2:19][CH2:20][NH:21][S:22]([C:25]1[CH:30]=[C:29]([S:31]([C:34]2[CH:39]=[CH:38][CH:37]=[CH:36][CH:35]=2)(=[O:33])=[O:32])[CH:28]=[CH:27][C:26]=1[C:40]([F:43])([F:42])[F:41])(=[O:24])=[O:23])[C:3]([NH:5][CH:6]1[CH2:11][CH2:10][N:9](C(OC(C)(C)C)=O)[CH2:8][CH2:7]1)=[O:4].CCOC(C)=O.Cl. (5) Given the product [CH:15]1[C:16]2[C:21](=[CH:20][CH:19]=[CH:18][CH:17]=2)[CH:22]=[CH:23][C:14]=1[O:13][CH2:12][CH2:11][CH2:10][NH2:9], predict the reactants needed to synthesize it. The reactants are: COC1C=CC([NH:9][CH2:10][CH2:11][CH2:12][O:13][C:14]2[CH:23]=[CH:22][C:21]3[C:16](=[CH:17][CH:18]=[CH:19][CH:20]=3)[CH:15]=2)=CC=1.C(Br)CC. (6) Given the product [Cl:8][C:4]1[CH:5]=[CH:6][CH:7]=[C:2]([Cl:1])[C:3]=1[C:9]([NH:11][C@H:12]([C:34]([OH:36])=[O:35])[CH2:13][C:14]1[CH:19]=[CH:18][C:17]([O:20][CH2:21][CH2:22][C:23]2[CH:32]=[CH:31][C:30]3[CH:29]([CH3:33])[CH2:28][CH2:27][NH:26][C:25]=3[N:24]=2)=[CH:16][CH:15]=1)=[O:10], predict the reactants needed to synthesize it. The reactants are: [Cl:1][C:2]1[CH:7]=[CH:6][CH:5]=[C:4]([Cl:8])[C:3]=1[C:9]([NH:11][C@H:12]([C:34]([O:36]C)=[O:35])[CH2:13][C:14]1[CH:19]=[CH:18][C:17]([O:20][CH2:21][CH2:22][C:23]2[CH:32]=[CH:31][C:30]3[CH:29]([CH3:33])[CH2:28][CH2:27][NH:26][C:25]=3[N:24]=2)=[CH:16][CH:15]=1)=[O:10].O.[Li+].[OH-]. (7) The reactants are: [Br:1][C:2]1[CH:10]=[CH:9][C:5]([C:6]([OH:8])=[O:7])=[CH:4][C:3]=1[N+:11]([O-:13])=[O:12].S(=O)(=O)(O)O.[C:19](OCC)(=O)C.O. Given the product [CH3:19][O:7][C:6](=[O:8])[C:5]1[CH:9]=[CH:10][C:2]([Br:1])=[C:3]([N+:11]([O-:13])=[O:12])[CH:4]=1, predict the reactants needed to synthesize it. (8) Given the product [Si:24]([O:1][N:2]1[C:3](=[O:12])[C:4]2=[CH:11][CH:10]=[CH:9][CH:8]=[C:5]2[C:6]1=[O:7])([C:20]([CH3:23])([CH3:22])[CH3:21])([C:32]1[CH:33]=[CH:34][CH:35]=[CH:36][CH:37]=1)[C:26]1[CH:31]=[CH:30][CH:29]=[CH:28][CH:27]=1, predict the reactants needed to synthesize it. The reactants are: [OH:1][N:2]1[C:6](=[O:7])[C:5]2=[CH:8][CH:9]=[CH:10][CH:11]=[C:4]2[C:3]1=[O:12].C(N(CC)CC)C.[C:20]([Si:24]([C:32]1[CH:37]=[CH:36][CH:35]=[CH:34][CH:33]=1)([C:26]1[CH:31]=[CH:30][CH:29]=[CH:28][CH:27]=1)Cl)([CH3:23])([CH3:22])[CH3:21]. (9) Given the product [Br:1][C:2]1[CH:3]=[C:4]([CH:8]([C:9]2[NH:15][CH2:14][CH2:13][N:10]=2)[CH2:11][CH3:12])[CH:5]=[CH:6][CH:7]=1, predict the reactants needed to synthesize it. The reactants are: [Br:1][C:2]1[CH:3]=[C:4]([CH:8]([CH2:11][CH3:12])[C:9]#[N:10])[CH:5]=[CH:6][CH:7]=1.[CH2:13](N)[CH2:14][NH2:15]. (10) Given the product [CH2:1]([N:8]1[CH2:13][CH2:12][CH2:11][CH2:10][CH:9]1[CH2:14][CH2:15][CH2:16][N:17]([CH:18]1[CH2:19][C:20]2[C:25](=[CH:24][CH:23]=[CH:22][CH:21]=2)[CH2:26]1)[C:28]1[CH:33]=[CH:32][CH:31]=[CH:30][CH:29]=1)[C:2]1[CH:7]=[CH:6][CH:5]=[CH:4][CH:3]=1, predict the reactants needed to synthesize it. The reactants are: [CH2:1]([N:8]1[CH2:13][CH2:12][CH2:11][CH2:10][CH:9]1[CH2:14][CH2:15][CH2:16][NH:17][CH:18]1[CH2:26][C:25]2[C:20](=[CH:21][CH:22]=[CH:23][CH:24]=2)[CH2:19]1)[C:2]1[CH:7]=[CH:6][CH:5]=[CH:4][CH:3]=1.Br[C:28]1[CH:33]=[CH:32][CH:31]=[CH:30][CH:29]=1.CC(C)([O-])C.[K+].CN(C1C(C2C(P(C3CCCCC3)C3CCCCC3)=CC=CC=2)=CC=CC=1)C.